From a dataset of Reaction yield outcomes from USPTO patents with 853,638 reactions. Predict the reaction yield, written as a fraction of the theoretical maximum amount of product (1.0 means a 100% yield; for example, 0.34 means a 34% yield). (1) The reactants are [C:1]1([Li])[CH:6]=[CH:5][CH:4]=[CH:3][CH:2]=1.[CH2:8]([O:10][C:11](=[O:25])[C:12]([C:23]#[N:24])=[C:13]1[CH2:22][CH2:21][C:16]2([O:20][CH2:19][CH2:18][O:17]2)[CH2:15][CH2:14]1)[CH3:9].C1C(C=O)=CC=C(Br)C=1. The catalyst is O1CCCC1.[Cu]I. The product is [CH2:8]([O:10][C:11](=[O:25])[CH:12]([C:23]#[N:24])[C:13]1([C:1]2[CH:6]=[CH:5][CH:4]=[CH:3][CH:2]=2)[CH2:14][CH2:15][C:16]2([O:17][CH2:18][CH2:19][O:20]2)[CH2:21][CH2:22]1)[CH3:9]. The yield is 0.579. (2) The reactants are [NH2:1][C:2]1[C:3]([Cl:13])=[C:4]([CH:9]=[C:10]([Cl:12])[CH:11]=1)[C:5]([O:7][CH3:8])=[O:6].CCN(C(C)C)C(C)C.I[CH:24]([CH2:26][CH3:27])[CH3:25].CS(C)=O. The yield is 0.287. The catalyst is CCOC(C)=O. The product is [CH:24]([NH:1][C:2]1[C:3]([Cl:13])=[C:4]([CH:9]=[C:10]([Cl:12])[CH:11]=1)[C:5]([O:7][CH3:8])=[O:6])([CH2:26][CH3:27])[CH3:25]. (3) The reactants are C([O:9][C@H:10]([CH3:31])[C@H:11]1[O:15][C@@H:14]([N:16]2[CH:23]=[C:22]([CH3:24])[C:20](=[O:21])[NH:19][C:17]2=[O:18])[C@H:13]([O:25][CH2:26][CH2:27][O:28][CH3:29])[C@@H:12]1[OH:30])(=O)C1C=CC=CC=1.N1C=CN=C1.[Si:37](Cl)([C:40]([CH3:43])([CH3:42])[CH3:41])([CH3:39])[CH3:38]. The catalyst is CN(C=O)C.CCOC(C)=O.N. The product is [CH3:29][O:28][CH2:27][CH2:26][O:25][C@@H:13]1[C@H:12]([O:30][Si:37]([C:40]([CH3:43])([CH3:42])[CH3:41])([CH3:39])[CH3:38])[C@@H:11]([C@@H:10]([CH3:31])[OH:9])[O:15][C@H:14]1[N:16]1[CH:23]=[C:22]([CH3:24])[C:20](=[O:21])[NH:19][C:17]1=[O:18]. The yield is 0.890. (4) The reactants are C([O:8][CH2:9][CH:10]1[O:24][C:14]2=[C:15]3[C:20](=[CH:21][CH:22]=[C:13]2[O:12][CH2:11]1)[N:19]=[C:18]([CH3:23])[CH:17]=[CH:16]3)C1C=CC=CC=1.C1CCCCC=1. The yield is 0.980. The catalyst is CCO.[Pd]. The product is [CH3:23][C:18]1[CH:17]=[CH:16][C:15]2[C:20](=[CH:21][CH:22]=[C:13]3[O:12][CH2:11][C@@H:10]([CH2:9][OH:8])[O:24][C:14]3=2)[N:19]=1. (5) The reactants are [NH:1]1[CH:5]=[N:4][CH:3]=[N:2]1.C(=O)([O-])[O-].[Cs+].[Cs+].[I-].[K+].Br[CH2:15][C:16]1[CH:23]=[CH:22][C:19]([C:20]#[N:21])=[CH:18][CH:17]=1. The catalyst is ClCCl.CC(C)=O. The product is [N:1]1([CH2:15][C:16]2[CH:23]=[CH:22][C:19]([C:20]#[N:21])=[CH:18][CH:17]=2)[CH:5]=[N:4][CH:3]=[N:2]1. The yield is 0.810. (6) The product is [OH:7][CH2:6][C:5]1[CH:4]=[C:3]([CH:10]=[CH:9][CH:8]=1)[CH2:1][NH2:2]. The yield is 0.660. No catalyst specified. The reactants are [C:1]([C:3]1[CH:4]=[C:5]([CH:8]=[CH:9][CH:10]=1)[CH:6]=[O:7])#[N:2].C(OC1C=C(C=C(OCC2C=CC=CC=2)C=1)CN)C1C=CC=CC=1.